From a dataset of NCI-60 drug combinations with 297,098 pairs across 59 cell lines. Regression. Given two drug SMILES strings and cell line genomic features, predict the synergy score measuring deviation from expected non-interaction effect. (1) Drug 1: C1=CC(=CC=C1CC(C(=O)O)N)N(CCCl)CCCl.Cl. Drug 2: CC1CCC2CC(C(=CC=CC=CC(CC(C(=O)C(C(C(=CC(C(=O)CC(OC(=O)C3CCCCN3C(=O)C(=O)C1(O2)O)C(C)CC4CCC(C(C4)OC)O)C)C)O)OC)C)C)C)OC. Cell line: A498. Synergy scores: CSS=17.4, Synergy_ZIP=1.69, Synergy_Bliss=-2.53, Synergy_Loewe=-14.1, Synergy_HSA=-3.56. (2) Drug 1: CNC(=O)C1=CC=CC=C1SC2=CC3=C(C=C2)C(=NN3)C=CC4=CC=CC=N4. Drug 2: C(CC(=O)O)C(=O)CN.Cl. Cell line: TK-10. Synergy scores: CSS=2.11, Synergy_ZIP=-0.841, Synergy_Bliss=0.356, Synergy_Loewe=-1.55, Synergy_HSA=-0.489. (3) Drug 1: CC1C(C(CC(O1)OC2CC(CC3=C2C(=C4C(=C3O)C(=O)C5=C(C4=O)C(=CC=C5)OC)O)(C(=O)C)O)N)O.Cl. Drug 2: C#CCC(CC1=CN=C2C(=N1)C(=NC(=N2)N)N)C3=CC=C(C=C3)C(=O)NC(CCC(=O)O)C(=O)O. Cell line: DU-145. Synergy scores: CSS=6.57, Synergy_ZIP=-4.54, Synergy_Bliss=1.42, Synergy_Loewe=1.09, Synergy_HSA=1.17. (4) Drug 1: CC1=C(C(CCC1)(C)C)C=CC(=CC=CC(=CC(=O)O)C)C. Drug 2: CN(C(=O)NC(C=O)C(C(C(CO)O)O)O)N=O. Cell line: MCF7. Synergy scores: CSS=12.1, Synergy_ZIP=-1.20, Synergy_Bliss=5.45, Synergy_Loewe=-6.40, Synergy_HSA=3.11. (5) Drug 2: CC1C(C(CC(O1)OC2CC(CC3=C2C(=C4C(=C3O)C(=O)C5=CC=CC=C5C4=O)O)(C(=O)C)O)N)O. Synergy scores: CSS=43.9, Synergy_ZIP=5.91, Synergy_Bliss=10.4, Synergy_Loewe=-15.0, Synergy_HSA=11.3. Cell line: BT-549. Drug 1: C1CN1P(=S)(N2CC2)N3CC3. (6) Drug 1: COC1=C(C=C2C(=C1)N=CN=C2NC3=CC(=C(C=C3)F)Cl)OCCCN4CCOCC4. Drug 2: C1CCC(CC1)NC(=O)N(CCCl)N=O. Cell line: SK-MEL-2. Synergy scores: CSS=34.1, Synergy_ZIP=-8.31, Synergy_Bliss=-1.03, Synergy_Loewe=-5.61, Synergy_HSA=0.349.